From a dataset of Full USPTO retrosynthesis dataset with 1.9M reactions from patents (1976-2016). Predict the reactants needed to synthesize the given product. (1) Given the product [NH2:7][C:8]1[S:9][C:10]2[CH:35]=[CH:34][CH:33]=[CH:32][C:11]=2[C:12]=1[C:13]([N:15]1[CH2:16][CH2:17][CH:18]([N:21]2[CH2:31][CH2:30][CH2:29][C:23]3([C:27](=[O:28])[NH:26][CH2:25][CH2:24]3)[CH2:22]2)[CH2:19][CH2:20]1)=[O:14], predict the reactants needed to synthesize it. The reactants are: C(OC(=O)[NH:7][C:8]1[S:9][C:10]2[CH:35]=[CH:34][CH:33]=[CH:32][C:11]=2[C:12]=1[C:13]([N:15]1[CH2:20][CH2:19][CH:18]([N:21]2[CH2:31][CH2:30][CH2:29][C:23]3([C:27](=[O:28])[NH:26][CH2:25][CH2:24]3)[CH2:22]2)[CH2:17][CH2:16]1)=[O:14])(C)(C)C.C(=O)([O-])O.[Na+]. (2) Given the product [CH3:11][O:12][C:13]1[C:14]([OH:21])=[C:15]([C:16]2[NH:1][N:2]=[C:3]([C:5]3[N:10]=[CH:9][CH:8]=[CH:7][N:6]=3)[N:4]=2)[CH:18]=[CH:19][CH:20]=1, predict the reactants needed to synthesize it. The reactants are: [NH2:1][NH:2][C:3]([C:5]1[N:10]=[CH:9][CH:8]=[CH:7][N:6]=1)=[NH:4].[CH3:11][O:12][C:13]1[C:14]([OH:21])=[C:15]([CH:18]=[CH:19][CH:20]=1)[CH:16]=O. (3) Given the product [C@@H:6]1([O:24][C:25]2[C:29]([CH2:30][C:31]3[CH:32]=[CH:33][C:34]([CH2:37][CH2:38][CH2:39][CH2:40][C:41](=[O:49])[NH:42][C:43]([C:46]([N:59]4[CH2:60][CH2:61][N:56]([CH2:55][CH2:54][OH:53])[CH2:57][CH2:58]4)=[O:47])([CH3:45])[CH3:44])=[CH:35][CH:36]=3)=[C:28]([CH:50]([CH3:52])[CH3:51])[NH:27][N:26]=2)[O:7][C@H:8]([CH2:19][OH:20])[C@H:9]([OH:15])[C@H:10]([OH:11])[C@H:5]1[OH:4], predict the reactants needed to synthesize it. The reactants are: C([O:4][C@@H:5]1[C@@H:10]([O:11]C(=O)C)[C@@H:9]([O:15]C(=O)C)[C@@H:8]([CH2:19][O:20]C(=O)C)[O:7][C@H:6]1[O:24][C:25]1[C:29]([CH2:30][C:31]2[CH:36]=[CH:35][C:34]([CH2:37][CH2:38][CH2:39][CH2:40][C:41](=[O:49])[NH:42][C:43]([C:46](O)=[O:47])([CH3:45])[CH3:44])=[CH:33][CH:32]=2)=[C:28]([CH:50]([CH3:52])[CH3:51])[NH:27][N:26]=1)(=O)C.[OH:53][CH2:54][CH2:55][N:56]1[CH2:61][CH2:60][NH:59][CH2:58][CH2:57]1.NC(C)(C)C(N)=O. (4) Given the product [C:1]([C:3]1[CH:8]=[CH:7][C:6]([O:9][C:21]2[CH:22]=[CH:23][C:18]([C:17]([NH:16][CH2:15][C:14]3[CH:26]=[CH:27][C:28]([Cl:30])=[CH:29][C:13]=3[Cl:12])=[O:25])=[CH:19][N:20]=2)=[CH:5][CH:4]=1)#[N:2], predict the reactants needed to synthesize it. The reactants are: [C:1]([C:3]1[CH:8]=[CH:7][C:6]([OH:9])=[CH:5][CH:4]=1)#[N:2].[H-].[Na+].[Cl:12][C:13]1[CH:29]=[C:28]([Cl:30])[CH:27]=[CH:26][C:14]=1[CH2:15][NH:16][C:17](=[O:25])[C:18]1[CH:23]=[CH:22][C:21](F)=[N:20][CH:19]=1. (5) Given the product [Cl:23][C:24]1[C:29]([Cl:30])=[CH:28][CH:27]=[CH:26][C:25]=1[NH:31][C:32]([N:17]1[CH2:18][CH2:19][N:14]([C:11]2[N:12]=[CH:13][C:8]3[C:6](=[O:7])[C:5]([C:20]([OH:22])=[O:21])=[CH:4][N:3]([CH2:2][CH3:1])[C:9]=3[N:10]=2)[CH2:15][CH2:16]1)=[S:33], predict the reactants needed to synthesize it. The reactants are: [CH3:1][CH2:2][N:3]1[C:9]2[N:10]=[C:11]([N:14]3[CH2:19][CH2:18][NH:17][CH2:16][CH2:15]3)[N:12]=[CH:13][C:8]=2[C:6](=[O:7])[C:5]([C:20]([OH:22])=[O:21])=[CH:4]1.[Cl:23][C:24]1[C:29]([Cl:30])=[CH:28][CH:27]=[CH:26][C:25]=1[N:31]=[C:32]=[S:33].